From a dataset of Forward reaction prediction with 1.9M reactions from USPTO patents (1976-2016). Predict the product of the given reaction. (1) The product is: [CH:11]1[CH2:16][CH2:15][CH2:14][CH:13]([CH:2]([C:3]([CH3:5])=[O:4])[C:1]([O:7][CH2:8][CH3:9])=[O:6])[CH:12]=1. Given the reactants [C:1]([O:7][CH2:8][CH3:9])(=[O:6])[CH2:2][C:3]([CH3:5])=[O:4].Br[CH:11]1[CH2:16][CH2:15][CH2:14][CH:13]=[CH:12]1.C(=O)([O-])[O-].[K+].[K+], predict the reaction product. (2) Given the reactants Cl.[CH2:2]([O:9][C:10]1[CH:19]=[CH:18][CH:17]=[C:16]2[C:11]=1[CH2:12][CH2:13][CH2:14][CH:15]2[C:20]([N:22]([C:29]1[CH:30]=[N:31][C:32]([CH:35]([CH3:37])[CH3:36])=[CH:33][CH:34]=1)[CH2:23][C:24]1[CH:25]=[N:26][NH:27][CH:28]=1)=[O:21])[C:3]1[CH:8]=[CH:7][CH:6]=[CH:5][CH:4]=1.[CH2:38]([O:45][C:46]1[CH:47]=[N:48][C:49]([CH2:52]Cl)=[CH:50][CH:51]=1)[C:39]1[CH:44]=[CH:43][CH:42]=[CH:41][CH:40]=1, predict the reaction product. The product is: [CH2:2]([O:9][C:10]1[CH:19]=[CH:18][CH:17]=[C:16]2[C:11]=1[CH2:12][CH2:13][CH2:14][CH:15]2[C:20]([N:22]([CH2:23][C:24]1[CH:25]=[N:26][N:27]([CH2:52][C:49]2[CH:50]=[CH:51][C:46]([O:45][CH2:38][C:39]3[CH:44]=[CH:43][CH:42]=[CH:41][CH:40]=3)=[CH:47][N:48]=2)[CH:28]=1)[C:29]1[CH:30]=[N:31][C:32]([CH:35]([CH3:37])[CH3:36])=[CH:33][CH:34]=1)=[O:21])[C:3]1[CH:8]=[CH:7][CH:6]=[CH:5][CH:4]=1. (3) Given the reactants [Cl:1][C:2]1[C:7]([C:8]2[C:9](=[O:21])[N:10]([CH2:19][CH3:20])[C:11]3[C:16]([CH:17]=2)=[CH:15][N:14]=[C:13](Cl)[CH:12]=3)=[CH:6][C:5]([NH:22][C:23]([NH:25][C:26]2[CH:31]=[C:30]([F:32])[CH:29]=[C:28]([F:33])[CH:27]=2)=[O:24])=[C:4]([F:34])[CH:3]=1.CC1(C)C2C(=C(P(C3C=CC=CC=3)C3C=CC=CC=3)C=CC=2)OC2C(P(C3C=CC=CC=3)C3C=CC=CC=3)=CC=CC1=2.C([O-])([O-])=O.[Cs+].[Cs+].[C:83]([NH2:86])(=[O:85])[CH3:84], predict the reaction product. The product is: [Cl:1][C:2]1[CH:3]=[C:4]([F:34])[C:5]([NH:22][C:23]([NH:25][C:26]2[CH:27]=[C:28]([F:33])[CH:29]=[C:30]([F:32])[CH:31]=2)=[O:24])=[CH:6][C:7]=1[C:8]1[C:9](=[O:21])[N:10]([CH2:19][CH3:20])[C:11]2[C:16]([CH:17]=1)=[CH:15][N:14]=[C:13]([NH:86][C:83](=[O:85])[CH3:84])[CH:12]=2. (4) The product is: [CH3:2][C:3]1([CH3:10])[CH2:8][CH2:7][CH2:6][CH:5]([NH:9][C:21](=[O:22])[O:23][CH2:24][C:25]2[CH:30]=[CH:29][CH:28]=[CH:27][CH:26]=2)[CH2:4]1. Given the reactants Cl.[CH3:2][C:3]1([CH3:10])[CH2:8][CH2:7][CH2:6][CH:5]([NH2:9])[CH2:4]1.C(N(CC)C(C)C)(C)C.Cl[C:21]([O:23][CH2:24][C:25]1[CH:30]=[CH:29][CH:28]=[CH:27][CH:26]=1)=[O:22], predict the reaction product. (5) The product is: [NH2:1][C:2]1[C:17]([O:18][CH2:19][C:20]2[CH:25]=[CH:24][CH:23]=[CH:22][CH:21]=2)=[CH:16][C:15]([I:31])=[CH:14][C:3]=1[C:4]([O:6][CH2:7][C:8]1[CH:13]=[CH:12][CH:11]=[CH:10][CH:9]=1)=[O:5]. Given the reactants [NH2:1][C:2]1[C:17]([O:18][CH2:19][C:20]2[CH:25]=[CH:24][CH:23]=[CH:22][CH:21]=2)=[CH:16][CH:15]=[CH:14][C:3]=1[C:4]([O:6][CH2:7][C:8]1[CH:13]=[CH:12][CH:11]=[CH:10][CH:9]=1)=[O:5].C([O-])(=O)C.[Na+].[I:31]Cl, predict the reaction product. (6) Given the reactants [OH:1][CH2:2][CH:3]1[CH2:7][N:6]([C@@H:8]([CH2:12][CH3:13])[C:9]([NH2:11])=[O:10])[C:5](=[O:14])[CH2:4]1.C(N(CC)CC)C.[CH3:22][S:23](Cl)(=[O:25])=[O:24], predict the reaction product. The product is: [CH3:22][S:23]([O:1][CH2:2][CH:3]1[CH2:4][C:5](=[O:14])[N:6]([C@H:8]([C:9]([NH2:11])=[O:10])[CH2:12][CH3:13])[CH2:7]1)(=[O:25])=[O:24]. (7) Given the reactants [F-].[K+].[N+:3]([CH:6]([CH3:8])[CH3:7])([O-:5])=[O:4].[C:9]([O:13][CH3:14])(=[O:12])[CH:10]=[CH2:11], predict the reaction product. The product is: [CH3:7][C:6]([N+:3]([O-:5])=[O:4])([CH3:8])[CH2:11][CH2:10][C:9]([O:13][CH3:14])=[O:12].